Predict the product of the given reaction. From a dataset of Forward reaction prediction with 1.9M reactions from USPTO patents (1976-2016). (1) Given the reactants [Cl:1][C:2]1[C:3]([C:12]2([C:15]#N)[CH2:14][CH2:13]2)=[N:4][CH:5]=[C:6]([C:8]([F:11])([F:10])[F:9])[CH:7]=1.[H-].C([Al+]CC(C)C)C(C)C.C(C(C(C([O-])=O)O)O)([O-])=[O:28].[Na+].[K+], predict the reaction product. The product is: [Cl:1][C:2]1[C:3]([C:12]2([CH:15]=[O:28])[CH2:14][CH2:13]2)=[N:4][CH:5]=[C:6]([C:8]([F:11])([F:10])[F:9])[CH:7]=1. (2) Given the reactants Cl.[F:2][C:3]1([F:9])[CH2:8][CH2:7][NH:6][CH2:5][CH2:4]1.C(N(CC)C(C)C)(C)C.Br[CH2:20][CH:21]([O:25][CH2:26][CH3:27])[O:22][CH2:23][CH3:24], predict the reaction product. The product is: [CH2:23]([O:22][CH:21]([O:25][CH2:26][CH3:27])[CH2:20][N:6]1[CH2:7][CH2:8][C:3]([F:9])([F:2])[CH2:4][CH2:5]1)[CH3:24]. (3) Given the reactants C(OC(=O)[NH:7][CH2:8][CH:9]1[CH2:14][CH2:13][CH2:12][N:11]([CH2:15][CH:16]([C:18]2[C:27]([Cl:28])=[CH:26][CH:25]=[C:24]3[C:19]=2[N:20]=[C:21]([O:29][CH3:30])[CH:22]=[N:23]3)[OH:17])[CH2:10]1)(C)(C)C.C(O)(C(F)(F)F)=O.[OH-].[Na+], predict the reaction product. The product is: [NH2:7][CH2:8][CH:9]1[CH2:14][CH2:13][CH2:12][N:11]([CH2:15][CH:16]([C:18]2[C:27]([Cl:28])=[CH:26][CH:25]=[C:24]3[C:19]=2[N:20]=[C:21]([O:29][CH3:30])[CH:22]=[N:23]3)[OH:17])[CH2:10]1. (4) Given the reactants [F:1][C:2]([F:16])([F:15])[C:3]1[CH:8]=[CH:7][C:6]([CH:9]2[CH2:14][NH:13][CH2:12][CH2:11][NH:10]2)=[CH:5][CH:4]=1.Cl[C:18]1[C:27]2[C:22](=[CH:23][C:24]([O:30][CH3:31])=[C:25]([O:28][CH3:29])[CH:26]=2)[N:21]=[CH:20][N:19]=1, predict the reaction product. The product is: [F:16][C:2]([F:1])([F:15])[C:3]1[CH:4]=[CH:5][C:6]([CH:9]2[NH:10][CH2:11][CH2:12][N:13]([C:18]3[C:27]4[C:22](=[CH:23][C:24]([O:30][CH3:31])=[C:25]([O:28][CH3:29])[CH:26]=4)[N:21]=[CH:20][N:19]=3)[CH2:14]2)=[CH:7][CH:8]=1.